From a dataset of Reaction yield outcomes from USPTO patents with 853,638 reactions. Predict the reaction yield, written as a fraction of the theoretical maximum amount of product (1.0 means a 100% yield; for example, 0.34 means a 34% yield). (1) The reactants are [Cl:1][C:2]1[CH:3]=[C:4]2[C:8](=[CH:9][CH:10]=1)[N:7]([CH:11]([C:18]1[CH:23]=[CH:22][CH:21]=[CH:20][CH:19]=1)[C:12]1[CH:17]=[CH:16][CH:15]=[CH:14][CH:13]=1)[C:6]([CH2:24][CH2:25][NH:26][S:27]([CH2:30][C:31]1[CH:36]=[CH:35][CH:34]=[CH:33][C:32]=1[CH:37]=O)(=[O:29])=[O:28])=[C:5]2[CH2:39][CH2:40][CH2:41][C:42]1[CH:51]=[CH:50][C:45]([C:46]([O:48]C)=[O:47])=[CH:44][CH:43]=1.[NH:52]1[CH2:57][CH2:56][O:55][CH2:54][CH2:53]1.[BH-](OC(C)=O)(OC(C)=O)OC(C)=O.[Na+]. The catalyst is ClCCCl. The product is [Cl:1][C:2]1[CH:3]=[C:4]2[C:8](=[CH:9][CH:10]=1)[N:7]([CH:11]([C:18]1[CH:19]=[CH:20][CH:21]=[CH:22][CH:23]=1)[C:12]1[CH:17]=[CH:16][CH:15]=[CH:14][CH:13]=1)[C:6]([CH2:24][CH2:25][NH:26][S:27]([CH2:30][C:31]1[CH:36]=[CH:35][CH:34]=[CH:33][C:32]=1[CH2:37][N:52]1[CH2:57][CH2:56][O:55][CH2:54][CH2:53]1)(=[O:29])=[O:28])=[C:5]2[CH2:39][CH2:40][CH2:41][C:42]1[CH:51]=[CH:50][C:45]([C:46]([OH:48])=[O:47])=[CH:44][CH:43]=1. The yield is 0.640. (2) The reactants are [CH2:1]([O:5][C:6]1[CH:11]=[CH:10][C:9]([C:12]2[N:17]=[C:16]([CH:18]=O)[CH:15]=[CH:14][CH:13]=2)=[CH:8][C:7]=1[Cl:20])[CH2:2][CH2:3][CH3:4].[NH2:21][C@@H:22]([CH2:26][OH:27])[CH:23]([CH3:25])[CH3:24].C(O)(=O)C.C([BH3-])#N. The catalyst is CO. The product is [CH2:1]([O:5][C:6]1[CH:11]=[CH:10][C:9]([C:12]2[N:17]=[C:16]([CH2:18][NH:21][C@H:22]([CH:23]([CH3:25])[CH3:24])[CH2:26][OH:27])[CH:15]=[CH:14][CH:13]=2)=[CH:8][C:7]=1[Cl:20])[CH2:2][CH2:3][CH3:4]. The yield is 0.650. (3) The reactants are FC1C=C(F)C=CC=1C1C=C(COS(C)(=O)=O)C(=O)N(CC(C)C)N=1.[CH2:26]([N:33]1[C:38](=[O:39])[C:37]([C:40]([O:42]C)=[O:41])=[CH:36][C:35]([C:44]2[CH:49]=[CH:48][C:47]([F:50])=[C:46]([CH3:51])[CH:45]=2)=[N:34]1)[C:27]1[CH:32]=[CH:31][CH:30]=[CH:29][CH:28]=1. No catalyst specified. The product is [CH2:26]([N:33]1[C:38](=[O:39])[C:37]([C:40]([OH:42])=[O:41])=[CH:36][C:35]([C:44]2[CH:49]=[CH:48][C:47]([F:50])=[C:46]([CH3:51])[CH:45]=2)=[N:34]1)[C:27]1[CH:32]=[CH:31][CH:30]=[CH:29][CH:28]=1. The yield is 0.652. (4) The reactants are [Br:1][C:2]1[CH:10]=[CH:9][C:5]([C:6]([OH:8])=O)=[CH:4][CH:3]=1.[NH2:11][C:12]1[CH:17]=[CH:16][CH:15]=[CH:14][CH:13]=1. The catalyst is O=S(Cl)Cl.C(Cl)Cl. The product is [Br:1][C:2]1[CH:3]=[CH:4][C:5]([C:6]([NH:11][C:12]2[CH:17]=[CH:16][CH:15]=[CH:14][CH:13]=2)=[O:8])=[CH:9][CH:10]=1. The yield is 0.810. (5) The reactants are [H-].[Na+].[Br:3][C:4]1[CH:13]=[C:12]2[C:7]([CH:8]=[C:9]([O:16][CH3:17])[C:10]([CH:14]=O)=[CH:11]2)=[CH:6][CH:5]=1.[CH2:18]1COCC1. The catalyst is [Br-].C[P+](C1C=CC=CC=1)(C1C=CC=CC=1)C1C=CC=CC=1.CCOCC. The product is [Br:3][C:4]1[CH:13]=[C:12]2[C:7](=[CH:6][CH:5]=1)[CH:8]=[C:9]([O:16][CH3:17])[C:10]([CH:14]=[CH2:18])=[CH:11]2. The yield is 0.350. (6) The reactants are CC[N:3]([CH:7]([CH3:9])C)[CH:4]([CH3:6])C.[CH3:10][O:11][C:12](=[O:22])[C:13]1[CH:21]=[CH:20][C:16]([C:17]([OH:19])=O)=[CH:15][CH:14]=1.C1C=CC2N(O)N=NC=2C=1.CCN=C=NCCCN(C)C.N1CCCC1. The catalyst is CN(C=O)C.O. The product is [CH3:10][O:11][C:12](=[O:22])[C:13]1[CH:14]=[CH:15][C:16]([C:17]([N:3]2[CH2:4][CH2:6][CH2:9][CH2:7]2)=[O:19])=[CH:20][CH:21]=1. The yield is 0.819. (7) The reactants are [Cl:1][C:2]1[CH:3]=[C:4]([N:13]([CH2:27][C:28]2[CH:33]=[CH:32][C:31]([O:34][CH3:35])=[CH:30][CH:29]=2)[C:14]2[CH:15]=[C:16]([CH:24]=[CH:25][CH:26]=2)[C:17]([O:19]C(C)(C)C)=[O:18])[C:5]2[N:6]([C:8]([C:11]#[N:12])=[CH:9][N:10]=2)[N:7]=1.II.O. The catalyst is C(#N)C.C(OCC)(=O)C. The product is [Cl:1][C:2]1[CH:3]=[C:4]([N:13]([CH2:27][C:28]2[CH:29]=[CH:30][C:31]([O:34][CH3:35])=[CH:32][CH:33]=2)[C:14]2[CH:15]=[C:16]([CH:24]=[CH:25][CH:26]=2)[C:17]([OH:19])=[O:18])[C:5]2[N:6]([C:8]([C:11]#[N:12])=[CH:9][N:10]=2)[N:7]=1. The yield is 0.649.